Task: Predict the reaction yield, written as a fraction of the theoretical maximum amount of product (1.0 means a 100% yield; for example, 0.34 means a 34% yield).. Dataset: Reaction yield outcomes from USPTO patents with 853,638 reactions (1) The reactants are [Cl:1][C:2]1[C:3]([C:22]([NH2:24])=[O:23])=[CH:4][C:5]2[N:9]=[C:8]([CH2:10][CH3:11])[N:7]([C:12]3[CH:17]=[CH:16][C:15]([CH2:18][CH2:19][OH:20])=[CH:14][CH:13]=3)[C:6]=2[CH:21]=1.C(N(CC)CC)C.[CH3:32][S:33](Cl)(=[O:35])=[O:34].O. The catalyst is ClCCl. The product is [CH3:32][S:33]([O:20][CH2:19][CH2:18][C:15]1[CH:14]=[CH:13][C:12]([N:7]2[C:6]3[CH:21]=[C:2]([Cl:1])[C:3]([C:22]([NH2:24])=[O:23])=[CH:4][C:5]=3[N:9]=[C:8]2[CH2:10][CH3:11])=[CH:17][CH:16]=1)(=[O:35])=[O:34]. The yield is 0.500. (2) The product is [F:15][C:13]1[CH:12]=[CH:11][C:8]2[S:9][CH:10]=[C:6]([CH2:5][C:1]#[N:2])[C:7]=2[CH:14]=1. The catalyst is O.CN(C=O)C.CCCCCC. The reactants are [C-:1]#[N:2].[Na+].Br[CH2:5][C:6]1[C:7]2[CH:14]=[C:13]([F:15])[CH:12]=[CH:11][C:8]=2[S:9][CH:10]=1.C(OC(=O)C)C. The yield is 0.689. (3) The reactants are [C:1]([O:5][C:6]([N:8]([CH2:18][C:19]([O:21][C:22]([CH3:25])([CH3:24])[CH3:23])=[O:20])[C:9]1[CH:14]=[CH:13][CH:12]=[C:11]([CH:15]=[N:16]O)[N:10]=1)=[O:7])([CH3:4])([CH3:3])[CH3:2].[H][H]. The catalyst is C(O)C.[Pd]. The product is [NH2:16][CH2:15][C:11]1[N:10]=[C:9]([N:8]([CH2:18][C:19]([O:21][C:22]([CH3:25])([CH3:24])[CH3:23])=[O:20])[C:6]([O:5][C:1]([CH3:4])([CH3:3])[CH3:2])=[O:7])[CH:14]=[CH:13][CH:12]=1. The yield is 0.940. (4) The reactants are [C:1]([O:5][CH:6]([C:11]1[N:15]([CH3:16])[N:14]=[C:13]([C:17]2[CH:22]=[CH:21][CH:20]=[CH:19][CH:18]=2)[C:12]=1[C:23]1[CH:24]=[CH:25][C:26]2[O:31][CH2:30][CH2:29][CH2:28][C:27]=2[CH:32]=1)[C:7]([O:9]C)=[O:8])([CH3:4])([CH3:3])[CH3:2].O1CCCC1.CO.[OH-].[Li+]. The catalyst is O. The product is [C:1]([O:5][CH:6]([C:11]1[N:15]([CH3:16])[N:14]=[C:13]([C:17]2[CH:22]=[CH:21][CH:20]=[CH:19][CH:18]=2)[C:12]=1[C:23]1[CH:24]=[CH:25][C:26]2[O:31][CH2:30][CH2:29][CH2:28][C:27]=2[CH:32]=1)[C:7]([OH:9])=[O:8])([CH3:4])([CH3:2])[CH3:3]. The yield is 0.850.